From a dataset of Peptide-MHC class I binding affinity with 185,985 pairs from IEDB/IMGT. Regression. Given a peptide amino acid sequence and an MHC pseudo amino acid sequence, predict their binding affinity value. This is MHC class I binding data. (1) The peptide sequence is TVGGVMWTV. The MHC is HLA-A68:02 with pseudo-sequence HLA-A68:02. The binding affinity (normalized) is 0.860. (2) The peptide sequence is KLKHRDGFT. The MHC is HLA-A02:06 with pseudo-sequence HLA-A02:06. The binding affinity (normalized) is 0. (3) The peptide sequence is RFLKYGKETL. The MHC is H-2-Kd with pseudo-sequence H-2-Kd. The binding affinity (normalized) is 0. (4) The peptide sequence is SEINNLNLT. The MHC is HLA-B08:01 with pseudo-sequence HLA-B08:01. The binding affinity (normalized) is 0.0847. (5) The peptide sequence is VIDPRRCLK. The MHC is HLA-A03:01 with pseudo-sequence HLA-A03:01. The binding affinity (normalized) is 0.640. (6) The peptide sequence is DVMLVTLPV. The MHC is HLA-A68:01 with pseudo-sequence HLA-A68:01. The binding affinity (normalized) is 0.0876. (7) The peptide sequence is YTVKYPNK. The MHC is H-2-Db with pseudo-sequence H-2-Db. The binding affinity (normalized) is 0. (8) The peptide sequence is KAALDLSHFL. The MHC is HLA-B15:01 with pseudo-sequence HLA-B15:01. The binding affinity (normalized) is 0.127. (9) The peptide sequence is SEQGEFKLL. The MHC is HLA-B18:01 with pseudo-sequence HLA-B18:01. The binding affinity (normalized) is 0.374.